This data is from Forward reaction prediction with 1.9M reactions from USPTO patents (1976-2016). The task is: Predict the product of the given reaction. (1) Given the reactants [H-].[CH2:7]([Al+][CH2:7][CH:8]([CH3:10])[CH3:9])[CH:8]([CH3:10])[CH3:9].[CH2:11]([OH:13])[CH3:12].C([O-])(=O)C(C(C([O-])=O)O)O.[Na+].[K+].[C:26]1([CH3:32])[CH:31]=[CH:30][CH:29]=[CH:28][CH:27]=1, predict the reaction product. The product is: [C:8]1(/[CH:7]=[CH:12]/[CH2:11][OH:13])[C:9]2[C:27](=[CH:28][CH:29]=[CH:30][CH:31]=2)[CH:26]=[CH:32][CH:10]=1. (2) Given the reactants [CH2:1]([OH:4])[CH2:2][OH:3].[H-].[Na+].[Cl:7][C:8]1[CH:9]=[C:10]([NH:22][C:23]2[C:32]3[C:27](=[CH:28][CH:29]=[CH:30][C:31]=3F)[N:26]=[CH:25][N:24]=2)[CH:11]=[CH:12][C:13]=1[O:14][CH2:15][C:16]1[CH:21]=[CH:20][CH:19]=[CH:18][N:17]=1, predict the reaction product. The product is: [Cl:7][C:8]1[CH:9]=[C:10]([NH:22][C:23]2[C:32]3[C:27](=[CH:28][CH:29]=[CH:30][C:31]=3[O:3][CH2:2][CH2:1][OH:4])[N:26]=[CH:25][N:24]=2)[CH:11]=[CH:12][C:13]=1[O:14][CH2:15][C:16]1[CH:21]=[CH:20][CH:19]=[CH:18][N:17]=1. (3) Given the reactants [CH3:1][N:2]1[CH:6]=[CH:5][C:4]([NH2:7])=[N:3]1.[CH3:8][C:9](=O)[CH2:10][CH2:11][C:12](=O)[CH3:13].CC1C=CC(S(O)(=O)=O)=CC=1.O, predict the reaction product. The product is: [CH3:13][C:12]1[N:7]([C:4]2[CH:5]=[CH:6][N:2]([CH3:1])[N:3]=2)[C:9]([CH3:8])=[CH:10][CH:11]=1. (4) Given the reactants [CH2:1]([N:8]1[C:16]2[C:11](=[CH:12][C:13]([OH:17])=[CH:14][CH:15]=2)[CH2:10][CH2:9]1)[C:2]1[CH:7]=[CH:6][CH:5]=[CH:4][CH:3]=1.[C:18]1([C:24]2[CH:29]=[CH:28][C:27]([N:30]=[C:31]=[O:32])=[CH:26][CH:25]=2)[CH:23]=[CH:22][CH:21]=[CH:20][CH:19]=1, predict the reaction product. The product is: [C:18]1([C:24]2[CH:29]=[CH:28][C:27]([NH:30][C:31](=[O:32])[O:17][C:13]3[CH:12]=[C:11]4[C:16](=[CH:15][CH:14]=3)[N:8]([CH2:1][C:2]3[CH:3]=[CH:4][CH:5]=[CH:6][CH:7]=3)[CH2:9][CH2:10]4)=[CH:26][CH:25]=2)[CH:19]=[CH:20][CH:21]=[CH:22][CH:23]=1.